From a dataset of Forward reaction prediction with 1.9M reactions from USPTO patents (1976-2016). Predict the product of the given reaction. Given the reactants [CH2:1]([O:8][C:9]1[CH:14]=[CH:13][C:12]([CH2:15][C:16]([OH:18])=[O:17])=[CH:11][CH:10]=1)[C:2]1[CH:7]=[CH:6][CH:5]=[CH:4][CH:3]=1.S(=O)(=O)(O)O.[CH2:24]=[C:25]([CH3:27])[CH3:26].C(=O)(O)[O-].[Na+], predict the reaction product. The product is: [CH2:1]([O:8][C:9]1[CH:10]=[CH:11][C:12]([CH2:15][C:16]([O:18][C:25]([CH3:27])([CH3:26])[CH3:24])=[O:17])=[CH:13][CH:14]=1)[C:2]1[CH:3]=[CH:4][CH:5]=[CH:6][CH:7]=1.